Task: Predict the product of the given reaction.. Dataset: Forward reaction prediction with 1.9M reactions from USPTO patents (1976-2016) (1) The product is: [C:11]([O:10][C:8]([NH:7][C:6]1[S:5][C:4]([C:15]([O:17][CH2:18][CH3:19])=[O:16])=[CH:3][C:2]=1[C:49]#[C:48][C:42]1[CH:47]=[CH:46][CH:45]=[CH:44][CH:43]=1)=[O:9])([CH3:14])([CH3:13])[CH3:12]. Given the reactants Br[C:2]1[CH:3]=[C:4]([C:15]([O:17][CH2:18][CH3:19])=[O:16])[S:5][C:6]=1[NH:7][C:8]([O:10][C:11]([CH3:14])([CH3:13])[CH3:12])=[O:9].CCN(C(C)C)C(C)C.P(C(C)(C)C)(C(C)(C)C)C(C)(C)C.[C:42]1([C:48]#[CH:49])[CH:47]=[CH:46][CH:45]=[CH:44][CH:43]=1, predict the reaction product. (2) The product is: [Br:20][C:11]1[S:12][C:13]2[N:14]=[CH:15][N:16]=[C:17]([NH2:19])[C:18]=2[C:10]=1[C:7]1[CH:6]=[CH:5][C:4]([N+:1]([O-:3])=[O:2])=[CH:9][CH:8]=1. Given the reactants [N+:1]([C:4]1[CH:9]=[CH:8][C:7]([C:10]2[C:18]3[C:17]([NH2:19])=[N:16][CH:15]=[N:14][C:13]=3[S:12][CH:11]=2)=[CH:6][CH:5]=1)([O-:3])=[O:2].[Br:20]Br, predict the reaction product. (3) Given the reactants [F:1][C:2]1[CH:7]=[CH:6][C:5]([C:8]2([C:14]([OH:16])=O)[CH2:13][CH2:12][CH2:11][CH2:10][CH2:9]2)=[CH:4][CH:3]=1.[NH2:17][CH2:18][CH2:19][CH2:20][N:21]1[CH2:26][CH2:25][CH:24]([C:27]2[CH:28]=[C:29]([NH:33][C:34](=[O:38])[CH2:35][CH2:36][CH3:37])[CH:30]=[CH:31][CH:32]=2)[CH2:23][CH2:22]1, predict the reaction product. The product is: [C:34]([NH:33][C:29]1[CH:28]=[C:27]([CH:24]2[CH2:25][CH2:26][N:21]([CH2:20][CH2:19][CH2:18][NH:17][C:14]([C:8]3([C:5]4[CH:4]=[CH:3][C:2]([F:1])=[CH:7][CH:6]=4)[CH2:9][CH2:10][CH2:11][CH2:12][CH2:13]3)=[O:16])[CH2:22][CH2:23]2)[CH:32]=[CH:31][CH:30]=1)(=[O:38])[CH2:35][CH2:36][CH3:37].